This data is from Reaction yield outcomes from USPTO patents with 853,638 reactions. The task is: Predict the reaction yield, written as a fraction of the theoretical maximum amount of product (1.0 means a 100% yield; for example, 0.34 means a 34% yield). (1) The catalyst is ClCCl.O1CCOCC1.CO. The yield is 1.00. The product is [ClH:1].[Cl:1][C:2]1[CH:3]=[C:4]([NH:9][C:10]([N:12]2[CH2:13][CH2:14][N:15]([C:18]([CH:20]3[CH2:25][CH2:24][CH2:23][NH:22][CH2:21]3)=[O:19])[CH2:16][CH2:17]2)=[O:11])[CH:5]=[CH:6][C:7]=1[Cl:8]. The reactants are [Cl:1][C:2]1[CH:3]=[C:4]([NH:9][C:10]([N:12]2[CH2:17][CH2:16][N:15]([C:18]([CH:20]3[CH2:25][CH2:24][CH2:23][N:22](C(OC(C)(C)C)=O)[CH2:21]3)=[O:19])[CH2:14][CH2:13]2)=[O:11])[CH:5]=[CH:6][C:7]=1[Cl:8].Cl. (2) The reactants are OC(C(F)(F)F)=O.[NH:8]1[CH2:11][CH:10]([C:12]2[CH:33]=[CH:32][C:15]3[C:16]4[N:17]=[C:18]([C:24]5[N:25]([CH:29]([CH3:31])[CH3:30])[N:26]=[CH:27][N:28]=5)[S:19][C:20]=4[CH2:21][CH2:22][O:23][C:14]=3[CH:13]=2)[CH2:9]1.[CH3:34][C:35]([CH3:37])=O.C(O[BH-](OC(=O)C)OC(=O)C)(=O)C.[Na+].C(=O)(O)[O-].[Na+]. The catalyst is ClCCCl.C(Cl)Cl. The product is [CH:35]([N:8]1[CH2:11][CH:10]([C:12]2[CH:33]=[CH:32][C:15]3[C:16]4[N:17]=[C:18]([C:24]5[N:25]([CH:29]([CH3:31])[CH3:30])[N:26]=[CH:27][N:28]=5)[S:19][C:20]=4[CH2:21][CH2:22][O:23][C:14]=3[CH:13]=2)[CH2:9]1)([CH3:37])[CH3:34]. The yield is 0.630. (3) The reactants are [C:1]1[CH:6]=[CH:5][CH:4]=[CH:3][C:2]#1.[Cl:7][C:8]1[CH:13]=[CH:12][C:11]([NH:14][C:15](=[O:22])[CH2:16][C:17]([O:19][CH2:20][CH3:21])=[O:18])=[CH:10][CH:9]=1.C([O-])(O)=O.[Na+].[F-].[Cs+]. The catalyst is CC#N. The product is [Cl:7][C:8]1[CH:9]=[CH:10][C:11]([NH:14][C:15](=[O:22])[C:16]([C:1]2[CH:6]=[CH:5][CH:4]=[CH:3][CH:2]=2)([C:1]2[CH:6]=[CH:5][CH:4]=[CH:3][CH:2]=2)[C:17]([O:19][CH2:20][CH3:21])=[O:18])=[CH:12][CH:13]=1. The yield is 0.650. (4) No catalyst specified. The reactants are [C:1]([O:5][C:6]([C:8]1[CH:13]=[CH:12][C:11]([S:14]([NH2:17])(=[O:16])=[O:15])=[CH:10][C:9]=1[OH:18])=[O:7])([CH3:4])([CH3:3])[CH3:2].[O:19]([C:26]([NH:28][C:29]1[C:30](=[CH:35][CH:36]=[CH:37][CH:38]=1)[C:31]([O:33][CH3:34])=[O:32])=O)C1C=CC=CC=1. The product is [C:1]([O:5][C:6]([C:8]1[CH:13]=[CH:12][C:11]([S:14]([NH:17][C:26]([NH:28][C:29]2[CH:38]=[CH:37][CH:36]=[CH:35][C:30]=2[C:31]([O:33][CH3:34])=[O:32])=[O:19])(=[O:16])=[O:15])=[CH:10][C:9]=1[OH:18])=[O:7])([CH3:4])([CH3:2])[CH3:3]. The yield is 0.780.